This data is from Full USPTO retrosynthesis dataset with 1.9M reactions from patents (1976-2016). The task is: Predict the reactants needed to synthesize the given product. Given the product [N:5]1[CH:10]=[CH:9][CH:8]=[CH:7][C:6]=1[S:11][CH2:12][CH2:13][CH2:14][S:15]([NH:18][C:19](=[O:50])[CH2:20][C@H:21]1[O:27][C@H:26]([C:28]2[CH:33]=[CH:32][CH:31]=[C:30]([O:34][CH3:35])[C:29]=2[O:36][CH3:37])[C:25]2[CH:38]=[C:39]([Cl:42])[CH:40]=[CH:41][C:24]=2[N:23]([CH2:43][C:44]([CH3:48])([CH3:47])[CH2:45][O:46][C:1](=[O:3])[CH3:2])[C:22]1=[O:49])(=[O:17])=[O:16], predict the reactants needed to synthesize it. The reactants are: [C:1](Cl)(=[O:3])[CH3:2].[N:5]1[CH:10]=[CH:9][CH:8]=[CH:7][C:6]=1[S:11][CH2:12][CH2:13][CH2:14][S:15]([NH:18][C:19](=[O:50])[CH2:20][C@H:21]1[O:27][C@H:26]([C:28]2[CH:33]=[CH:32][CH:31]=[C:30]([O:34][CH3:35])[C:29]=2[O:36][CH3:37])[C:25]2[CH:38]=[C:39]([Cl:42])[CH:40]=[CH:41][C:24]=2[N:23]([CH2:43][C:44]([CH3:48])([CH3:47])[CH2:45][OH:46])[C:22]1=[O:49])(=[O:17])=[O:16].N1C=CC=CC=1.C(OCC)(=O)C.